The task is: Predict which catalyst facilitates the given reaction.. This data is from Catalyst prediction with 721,799 reactions and 888 catalyst types from USPTO. (1) Reactant: [O:1]1[C:6]2[CH:7]=[CH:8][CH:9]=[CH:10][C:5]=2[NH:4][CH2:3][CH2:2]1.[OH:11][C:12]1[CH:20]=[CH:19][C:15]([C:16](Cl)=[O:17])=[CH:14][C:13]=1[C:21]([F:24])([F:23])[F:22]. Product: [O:1]1[C:6]2[CH:7]=[CH:8][CH:9]=[CH:10][C:5]=2[N:4]([C:16]([C:15]2[CH:19]=[CH:20][C:12]([OH:11])=[C:13]([C:21]([F:22])([F:23])[F:24])[CH:14]=2)=[O:17])[CH2:3][CH2:2]1. The catalyst class is: 13. (2) Reactant: [CH3:1][C:2]1([CH3:10])[CH2:7][CH2:6][CH2:5][C:4]([CH3:9])([CH3:8])[NH:3]1.[OH-].[Ca+2].[OH-].[Cl:14]Cl. Product: [Cl:14][N:3]1[C:4]([CH3:9])([CH3:8])[CH2:5][CH2:6][CH2:7][C:2]1([CH3:10])[CH3:1]. The catalyst class is: 6. (3) Reactant: [CH:1]1([C:4]2[O:5][C:6]3[C:12]([I:13])=[CH:11][C:10]([N+:14]([O-])=O)=[CH:9][C:7]=3[CH:8]=2)[CH2:3][CH2:2]1.[NH4+].[Cl-].C(Cl)Cl. Product: [CH:1]1([C:4]2[O:5][C:6]3[C:12]([I:13])=[CH:11][C:10]([NH2:14])=[CH:9][C:7]=3[CH:8]=2)[CH2:3][CH2:2]1. The catalyst class is: 415. (4) Reactant: [N+:1]([C:4]1[CH:5]=[N:6][N:7]([C:9]2[CH:10]=[N:11][CH:12]=[CH:13][CH:14]=2)[CH:8]=1)([O-])=O. Product: [N:11]1[CH:12]=[CH:13][CH:14]=[C:9]([N:7]2[CH:8]=[C:4]([NH2:1])[CH:5]=[N:6]2)[CH:10]=1. The catalyst class is: 12. (5) Reactant: C(=O)([O-])[O-].[K+].[K+].[NH2:7][C:8]1[CH:13]=[C:12]([S:14]([CH2:17][CH3:18])(=[O:16])=[O:15])[CH:11]=[C:10]([Br:19])[C:9]=1[OH:20].C([O:23][C:24](=O)[C:25](Br)([CH3:27])[CH3:26])C. Product: [Br:19][C:10]1[C:9]2[O:20][C:25]([CH3:27])([CH3:26])[C:24](=[O:23])[NH:7][C:8]=2[CH:13]=[C:12]([S:14]([CH2:17][CH3:18])(=[O:16])=[O:15])[CH:11]=1. The catalyst class is: 10. (6) Reactant: [C:1]1([C:27]2[CH:32]=[CH:31][CH:30]=[CH:29][CH:28]=2)[CH:6]=[CH:5][C:4]([CH2:7][C@@H:8]([NH:17][C:18]([C:20]2[S:24][C:23]([O:25]C)=[N:22][CH:21]=2)=[O:19])[CH2:9][C@@H:10]([CH3:16])[C:11]([O:13][CH2:14][CH3:15])=[O:12])=[CH:3][CH:2]=1.Cl. Product: [C:1]1([C:27]2[CH:32]=[CH:31][CH:30]=[CH:29][CH:28]=2)[CH:6]=[CH:5][C:4]([CH2:7][C@@H:8]([NH:17][C:18]([C:20]2[S:24][C:23](=[O:25])[NH:22][CH:21]=2)=[O:19])[CH2:9][C@@H:10]([CH3:16])[C:11]([O:13][CH2:14][CH3:15])=[O:12])=[CH:3][CH:2]=1. The catalyst class is: 12. (7) Reactant: [F:1][C:2]1[CH:3]=[C:4]([C:8]2[N:13]=[CH:12][C:11]([C:14]([N:16]([CH3:38])[C:17]3[CH:22]=[CH:21][C:20]([CH2:23][N:24]4[CH2:29][CH2:28][N:27](C(OC(C)(C)C)=O)[C@@H:26]([CH3:37])[CH2:25]4)=[CH:19][CH:18]=3)=[O:15])=[CH:10][CH:9]=2)[CH:5]=[CH:6][CH:7]=1.C(O)(C(F)(F)F)=O. Product: [F:1][C:2]1[CH:3]=[C:4]([C:8]2[N:13]=[CH:12][C:11]([C:14]([N:16]([CH3:38])[C:17]3[CH:22]=[CH:21][C:20]([CH2:23][N:24]4[CH2:29][CH2:28][NH:27][C@@H:26]([CH3:37])[CH2:25]4)=[CH:19][CH:18]=3)=[O:15])=[CH:10][CH:9]=2)[CH:5]=[CH:6][CH:7]=1. The catalyst class is: 2. (8) Reactant: [CH:1]1([N:7]([CH3:17])[C:8]2[N:13]=[CH:12][N:11]=[C:10]([C:14]([OH:16])=O)[CH:9]=2)[CH2:6][CH2:5][CH2:4][CH2:3][CH2:2]1.[NH2:18][C:19]1[CH:20]=[C:21]2[C:25](=[CH:26][C:27]=1[CH3:28])[NH:24][N:23]=[CH:22]2. Product: [CH:1]1([N:7]([CH3:17])[C:8]2[N:13]=[CH:12][N:11]=[C:10]([C:14]([NH:18][C:19]3[CH:20]=[C:21]4[C:25](=[CH:26][C:27]=3[CH3:28])[NH:24][N:23]=[CH:22]4)=[O:16])[CH:9]=2)[CH2:2][CH2:3][CH2:4][CH2:5][CH2:6]1. The catalyst class is: 2.